This data is from Retrosynthesis with 50K atom-mapped reactions and 10 reaction types from USPTO. The task is: Predict the reactants needed to synthesize the given product. (1) Given the product CCC(=O)Nc1ncc(CN2CCN(c3ccccc3)CC2)c2nc(-c3ccco3)nn12, predict the reactants needed to synthesize it. The reactants are: CCC(=O)OC(=O)CC.Nc1ncc(CN2CCN(c3ccccc3)CC2)c2nc(-c3ccco3)nn12. (2) Given the product C=C(COS(C)(=O)=O)c1ccccc1, predict the reactants needed to synthesize it. The reactants are: C=C(CO)c1ccccc1.CS(=O)(=O)Cl. (3) Given the product COCCNC(=O)c1cccc(-c2ccc(F)c3cc(Cc4cccc(S(C)(=O)=O)c4)sc23)c1, predict the reactants needed to synthesize it. The reactants are: CCOC(=O)c1cccc(-c2ccc(F)c3cc(Cc4cccc(S(C)(=O)=O)c4)sc23)c1.COCCN. (4) Given the product Cc1nnnn1-c1ccc(CC(=O)O)nc1, predict the reactants needed to synthesize it. The reactants are: CCOC(=O)Cc1ccc(-n2nnnc2C)cn1.